This data is from Peptide-MHC class I binding affinity with 185,985 pairs from IEDB/IMGT. The task is: Regression. Given a peptide amino acid sequence and an MHC pseudo amino acid sequence, predict their binding affinity value. This is MHC class I binding data. (1) The MHC is HLA-A26:03 with pseudo-sequence HLA-A26:03. The peptide sequence is YHLGGIEGL. The binding affinity (normalized) is 0.0847. (2) The peptide sequence is MAIHRSLTK. The MHC is HLA-B51:01 with pseudo-sequence HLA-B51:01. The binding affinity (normalized) is 0.213. (3) The peptide sequence is SLLPAIVEL. The MHC is BoLA-T2C with pseudo-sequence BoLA-T2C. The binding affinity (normalized) is 1.00. (4) The peptide sequence is LPVYFGSVF. The MHC is HLA-B15:03 with pseudo-sequence HLA-B15:03. The binding affinity (normalized) is 0.555. (5) The peptide sequence is DTLKVGNTY. The MHC is HLA-B44:02 with pseudo-sequence HLA-B44:02. The binding affinity (normalized) is 0.0847. (6) The peptide sequence is FTSDVKAAVI. The MHC is HLA-A01:01 with pseudo-sequence HLA-A01:01. The binding affinity (normalized) is 0.439. (7) The peptide sequence is FTFSNVCESV. The MHC is HLA-A02:01 with pseudo-sequence HLA-A02:01. The binding affinity (normalized) is 0.840.